From a dataset of Reaction yield outcomes from USPTO patents with 853,638 reactions. Predict the reaction yield, written as a fraction of the theoretical maximum amount of product (1.0 means a 100% yield; for example, 0.34 means a 34% yield). The reactants are Br[C:2]1[CH:3]=[C:4]2[C:9](=[CH:10][CH:11]=1)[N:8]=[CH:7][N:6]=[C:5]2[C:12]1[CH:13]=[C:14]([C:18]([N:20]2[CH2:25][CH2:24][NH:23][C:22]([CH3:27])([CH3:26])[CH2:21]2)=[O:19])[CH:15]=[CH:16][CH:17]=1.[CH3:28][O:29][C:30]1[N:35]=[CH:34][C:33](B(O)O)=[CH:32][CH:31]=1.C(#N)C.C([O-])([O-])=O.[Na+].[Na+]. The catalyst is CCOC(C)=O.C1C=CC([P]([Pd]([P](C2C=CC=CC=2)(C2C=CC=CC=2)C2C=CC=CC=2)([P](C2C=CC=CC=2)(C2C=CC=CC=2)C2C=CC=CC=2)[P](C2C=CC=CC=2)(C2C=CC=CC=2)C2C=CC=CC=2)(C2C=CC=CC=2)C2C=CC=CC=2)=CC=1. The product is [CH3:26][C:22]1([CH3:27])[NH:23][CH2:24][CH2:25][N:20]([C:18]([C:14]2[CH:15]=[CH:16][CH:17]=[C:12]([C:5]3[C:4]4[C:9](=[CH:10][CH:11]=[C:2]([C:33]5[CH:34]=[N:35][C:30]([O:29][CH3:28])=[CH:31][CH:32]=5)[CH:3]=4)[N:8]=[CH:7][N:6]=3)[CH:13]=2)=[O:19])[CH2:21]1. The yield is 0.810.